Dataset: Experimentally validated miRNA-target interactions with 360,000+ pairs, plus equal number of negative samples. Task: Binary Classification. Given a miRNA mature sequence and a target amino acid sequence, predict their likelihood of interaction. (1) The miRNA is hsa-miR-6868-5p with sequence ACUGGCAGAACACUGAAGCAGC. The protein sequence of the target gene is MACCHKVMLLLDTAGGAARHSRVRRAALRLLTYLSCRFGLARVHWAFKFFDSQGARSRPSRVSDFRELGSRSWEDFEEELEARLEDRAHLPGPAPRATHTHGALMETLLDYQWDRPEITSPTKPILRSSGRRLLDVESEAKEAEAALGGLVNAVFLLAPCPHSQRELLQFVSGCEAQAQRLPPTPKQVMEKLLPKRVREVMVARKITFYWVDTTEWSKLWESPDHLGYWTVCELLHHGGGTVLPSESFSWDFAQAGEMLLRSGIKLSSEPHLSPWISMLPTDATLNRLLYNSPEYEASFP.... Result: 0 (no interaction). (2) The miRNA is hsa-miR-6855-3p with sequence AGACUGACCUUCAACCCCACAG. The protein sequence of the target gene is MPQLSLSWLGLGPVAASPWLLLLLVGGSWLLARVLAWTYTFYDNCRRLQCFPQPPKQNWFWGHQGLVTPTEEGMKTLTQLVTTYPQGFKLWLGPTFPLLILCHPDIIRPITSASAAVAPKDMIFYGFLKPWLGDGLLLSGGDKWSRHRRMLTPAFHFNILKPYMKIFNKSVNIMHDKWQRLASEGSARLDMFEHISLMTLDSLQKCVFSFESNCQEKPSEYIAAILELSAFVEKRNQQILLHTDFLYYLTPDGQRFRRACHLVHDFTDAVIQERRCTLPTQGIDDFLKNKAKSKTLDFID.... Result: 1 (interaction). (3) The miRNA is hsa-miR-7108-3p with sequence ACCCGCCCGUCUCCCCACAG. The protein sequence of the target gene is MYGSARSVGKVEPSSQSPGRSPRLPRSPRLGHRRTNSTGGSSGNSVGGGSGKTLSMENIQSLNAAYATSGPMYLSDHENVGAETPKSTMTLGRSGGRLPYGVRMTAMGSSPNIASSGVASDTIAFGEHHLPPVSMASTVPHSLRQARDNTIMDLQTQLKEVLRENDLLRKDVEVKESKLSSSMNSIKTFWSPELKKERALRKDEASKITIWKEQYRVVQEENQHMQMTIQALQDELRIQRDLNQLFQQDSSSRTGEPCVAELTEENFQRLHAEHERQAKELFLLRKTLEEMELRIETQKQ.... Result: 0 (no interaction). (4) The miRNA is hsa-miR-513b-3p with sequence AAAUGUCACCUUUUUGAGAGGA. The protein sequence of the target gene is MPQLDSGGGGAGRGDDLGAPDELLAFQDEGEEQDDKNRDSPVGPERDLAELKSSLVNESEGAAAGAGVPGPGVRVHGEAEGAPEALGREHTSQRLFPDKLPESLEDGLKAPECTSGMYKETVYSAFNLLMPYPPASGAGQHPQPQPPLHNKPGQPPHGVPQLSPLYEHFSSPHPTPAPADISQKQGVHRPLQTPDLSGFYSLTSGSMGQLPHTVSWPSPPLYPLSPSCGYRQHFPAPTAAPGAPYPRFTHPSLMLGSGVPGHPAAIPHPAIVPSSGKQELQPYDRNLKTQAEPKAEKEAK.... Result: 0 (no interaction). (5) The miRNA is mmu-miR-5135 with sequence AGGUCUAGGUGGCAAGGGCGUCCU. The protein sequence of the target gene is MSSPERDEGTPVPDSRGHCDADTVSGTPDRRPLLGEEKAVTGEGRAGIVGSPAPRDVEGLVPQIRVAAARQGESPPSVRGPAAAVFVTPKYVEKAQETRGAESQARDVKTEPGTVAAAAEKSEVATPGSEEVMEVEQKPAGEEMEMLEASGGVREAPEEAGPWHLGIDLRRNPLEAIQLELDTVNAQADRAFQHLEQKFGRMRRHYLERRNYIIQNIPGFWMTAFRNHPQLSAMIRGRDAEMLRYVTSLEVKELRHPKTGCKFKFFFRRNPYFRNKLIVKEYEVRSSGRVVSLSTPIIWR.... Result: 1 (interaction). (6) The miRNA is hsa-miR-6774-3p with sequence UCGUGUCCCUCUUGUCCACAG. The protein sequence of the target gene is MFSPDQENHPSKAPVKYGELIVLGYNGSLPNGDRGRRKSRFALFKRPKANGVKPSTVHIACTPQAAKAISNKDQHSISYTLSRAQTVVVEYTHDSNTDMFQIGRSTESPIDFVVTDTVPGSQSNSDTQSVQSTISRFACRIICERNPPFTARIYAAGFDSSKNIFLGEKAAKWKTSDGQMDGLTTNGVLVMHPRNGFTEDSKPGIWREISVCGNVFSLRETRSAQQRGKMVEIETNQLQDGSLIDLCGATLLWRTAEGLSHTPTVKHLEALRQEINAARPQCPVGFNTLAFPSMKRKDVV.... Result: 0 (no interaction). (7) The miRNA is hsa-miR-624-5p with sequence UAGUACCAGUACCUUGUGUUCA. The protein sequence of the target gene is MMIKLIATPSNALVDEPVSIRATGLPPSQIVTIKATVKDENDNVFQSQAFYKTNEAGEVDLEKTPALGGDYVGVHPMGLFFSLKPKKAFHRLMKKDVMNSPFCICLDLYDSVNWLETVRIPSKASQRVQRWFVGPGVKREQIQEGRVRGALFLPPGKGPFPGIIDLFGVIGGLVEFRASLLASHGFAVLALAYFAYKDLPEKLQEVDLEYFEEAANFLLSHPKIQQPGIGVISTSKGAEIGLAMACYLKQVIATVCINGATTTTAVPLRYQDLVVTPIQQALERMEVHVSGAVCFRHTTQ.... Result: 0 (no interaction).